The task is: Predict the reaction yield, written as a fraction of the theoretical maximum amount of product (1.0 means a 100% yield; for example, 0.34 means a 34% yield).. This data is from Reaction yield outcomes from USPTO patents with 853,638 reactions. (1) The reactants are [CH3:1][C:2]1[CH:7]=[C:6]([CH3:8])[N:5]=[C:4]([N:9]2[CH2:16][CH:15]3[CH:11]([CH2:12][NH:13][CH2:14]3)[CH2:10]2)[N:3]=1.[F:17][C:18]1[C:19]([N:27]2[N:31]=[CH:30][CH:29]=[N:28]2)=[C:20]([CH:24]=[CH:25][CH:26]=1)[C:21](O)=[O:22].CN(C(ON1N=NC2C=CC=NC1=2)=[N+](C)C)C.F[P-](F)(F)(F)(F)F.CCN(C(C)C)C(C)C. The catalyst is C(OCC)(=O)C.CN(C=O)C. The product is [CH3:1][C:2]1[CH:7]=[C:6]([CH3:8])[N:5]=[C:4]([N:9]2[CH2:16][CH:15]3[CH:11]([CH2:12][N:13]([C:21]([C:20]4[CH:24]=[CH:25][CH:26]=[C:18]([F:17])[C:19]=4[N:27]4[N:31]=[CH:30][CH:29]=[N:28]4)=[O:22])[CH2:14]3)[CH2:10]2)[N:3]=1. The yield is 0.560. (2) The yield is 0.830. The reactants are C(=O)([O-])[O-].[Ca+2].[C:6](Cl)(Cl)=[S:7].ClCCl.O.[C:14]([S:18][C:19]1[CH:20]=[C:21]([NH2:31])[CH:22]=[C:23]([S:25]([C:27]([CH3:30])([CH3:29])[CH3:28])=[O:26])[CH:24]=1)([CH3:17])([CH3:16])[CH3:15].Cl. The product is [C:14]([S:18][C:19]1[CH:24]=[C:23]([S:25]([C:27]([CH3:30])([CH3:29])[CH3:28])=[O:26])[CH:22]=[C:21]([N:31]=[C:6]=[S:7])[CH:20]=1)([CH3:17])([CH3:15])[CH3:16]. No catalyst specified.